Task: Predict the reactants needed to synthesize the given product.. Dataset: Full USPTO retrosynthesis dataset with 1.9M reactions from patents (1976-2016) (1) The reactants are: [NH2:1][C:2]1[N:7]=[C:6](Cl)[C:5]([NH2:9])=[C:4]([Cl:10])[N:3]=1.[CH3:11][O:12][C@H:13]1[CH2:18][CH2:17][C@H:16]([NH2:19])[CH2:15][CH2:14]1.C(=O)(O)[O-].[Na+]. Given the product [Cl:10][C:4]1[N:3]=[C:2]([NH2:1])[N:7]=[C:6]([NH:19][C@H:16]2[CH2:17][CH2:18][C@H:13]([O:12][CH3:11])[CH2:14][CH2:15]2)[C:5]=1[NH2:9], predict the reactants needed to synthesize it. (2) Given the product [Cl:1][C:2]1[C:7]([C:8]([F:10])([F:11])[F:9])=[CH:6][CH:5]=[CH:4][C:3]=1[O:12][CH2:14][CH2:15][CH2:16][O:17][C:19]1[CH:24]=[CH:23][C:22]([CH:25]([C:31]#[C:32][CH3:33])[CH2:26][C:27]([OH:29])=[O:28])=[CH:21][CH:20]=1, predict the reactants needed to synthesize it. The reactants are: [Cl:1][C:2]1[C:7]([C:8]([F:11])([F:10])[F:9])=[CH:6][CH:5]=[CH:4][C:3]=1[OH:12].Br[CH2:14][CH2:15][CH2:16][OH:17].O[C:19]1[CH:24]=[CH:23][C:22]([CH:25]([C:31]#[C:32][CH3:33])[CH2:26][C:27]([O:29]C)=[O:28])=[CH:21][CH:20]=1. (3) Given the product [CH3:1][C:2]1[C:3]([CH2:14][S@:15]([C:16]2[NH:20][C:19]3[CH:21]=[CH:22][CH:23]=[CH:24][C:18]=3[N:17]=2)=[O:26])=[N:4][CH:5]=[CH:6][C:7]=1[O:8][CH2:9][C:10]([F:12])([F:11])[F:13], predict the reactants needed to synthesize it. The reactants are: [CH3:1][C:2]1[C:3]([CH2:14][S:15][C:16]2[NH:17][C:18]3[CH:24]=[CH:23][CH:22]=[CH:21][C:19]=3[N:20]=2)=[N:4][CH:5]=[CH:6][C:7]=1[O:8][CH2:9][C:10]([F:13])([F:12])[F:11].C(C(C(C(OCC)=O)O)O)(OCC)=[O:26].C(N(C(C)C)CC)(C)C.[O-]O.C1(C(C)C)C=CC=CC=1.S([O-])([O-])(=O)=S.[Na+].[Na+]. (4) Given the product [CH:10]1([S:9][C:5]2[N:4]=[C:3]([CH2:2][O:27][C:24]3[CH:25]=[CH:26][C:21]([CH2:20][CH2:19][C:18]([OH:29])=[O:17])=[CH:22][C:23]=3[F:28])[CH:8]=[CH:7][CH:6]=2)[CH2:14][CH2:13][CH2:12][CH2:11]1, predict the reactants needed to synthesize it. The reactants are: Cl[CH2:2][C:3]1[CH:8]=[CH:7][CH:6]=[C:5]([S:9][CH:10]2[CH2:14][CH2:13][CH2:12][CH2:11]2)[N:4]=1.C([O:17][C:18](=[O:29])[CH2:19][CH2:20][C:21]1[CH:26]=[CH:25][C:24]([OH:27])=[C:23]([F:28])[CH:22]=1)C.